From a dataset of Reaction yield outcomes from USPTO patents with 853,638 reactions. Predict the reaction yield, written as a fraction of the theoretical maximum amount of product (1.0 means a 100% yield; for example, 0.34 means a 34% yield). (1) The product is [CH3:1][O:2][C:3](=[O:17])[C:4]1[C:9]([N+:10]([O-:12])=[O:11])=[CH:8][CH:7]=[CH:6][C:5]=1[CH2:13][CH2:14][C:15]([OH:20])=[O:16]. The yield is 0.800. The catalyst is CC(C)=O. The reactants are [CH3:1][O:2][C:3](=[O:17])[C:4]1[C:9]([N+:10]([O-:12])=[O:11])=[CH:8][CH:7]=[CH:6][C:5]=1[CH2:13][CH2:14][CH2:15][OH:16].CC(C)=[O:20].OS(O)(=O)=O.O=[Cr](=O)=O. (2) The reactants are [H-].[Na+].[F:3][C:4]([F:8])([F:7])[CH2:5][OH:6].[C:9]([CH:11]1[CH2:14][N:13]([C:15](=[O:50])[C@H:16]([NH:20][C:21]([C:23]2[C:31]3[C:26](=[N:27][CH:28]=[C:29]([C:32]4[S:40][C:39]5[C:34](=[N:35][CH:36]=[CH:37][C:38]=5Cl)[CH:33]=4)[N:30]=3)[N:25]([CH2:42][O:43][CH2:44][CH2:45][Si:46]([CH3:49])([CH3:48])[CH3:47])[CH:24]=2)=[O:22])[CH:17]2[CH2:19][CH2:18]2)[CH2:12]1)#[N:10].CCOC(C)=O. The catalyst is CN(C=O)C. The product is [C:9]([CH:11]1[CH2:12][N:13]([C:15](=[O:50])[C@H:16]([NH:20][C:21]([C:23]2[C:31]3[C:26](=[N:27][CH:28]=[C:29]([C:32]4[S:40][C:39]5[C:34](=[N:35][CH:36]=[CH:37][C:38]=5[O:6][CH2:5][C:4]([F:8])([F:7])[F:3])[CH:33]=4)[N:30]=3)[N:25]([CH2:42][O:43][CH2:44][CH2:45][Si:46]([CH3:48])([CH3:47])[CH3:49])[CH:24]=2)=[O:22])[CH:17]2[CH2:19][CH2:18]2)[CH2:14]1)#[N:10]. The yield is 0.850. (3) The reactants are [C:1]([C:3]1[CH:11]=[C:7]([C:8]([OH:10])=O)[C:6]([OH:12])=[CH:5][CH:4]=1)#[N:2].[F:13][C:14]([F:27])([F:26])[C:15]1[CH:16]=[C:17]([CH:19]=[C:20]([C:22]([F:25])([F:24])[F:23])[CH:21]=1)[NH2:18]. The product is [F:13][C:14]([F:26])([F:27])[C:15]1[CH:16]=[C:17]([NH:18][C:8](=[O:10])[C:7]2[CH:11]=[C:3]([C:1]#[N:2])[CH:4]=[CH:5][C:6]=2[OH:12])[CH:19]=[C:20]([C:22]([F:23])([F:25])[F:24])[CH:21]=1. No catalyst specified. The yield is 0.166.